Dataset: Forward reaction prediction with 1.9M reactions from USPTO patents (1976-2016). Task: Predict the product of the given reaction. (1) Given the reactants [C:1]([O:5][C:6]([NH:8][CH:9]([CH:12]=[CH2:13])[CH2:10][OH:11])=[O:7])([CH3:4])([CH3:3])[CH3:2].CC(C)=[O:16].OS(O)(=O)=O.O=[Cr](=O)=O.[Na+].[I-], predict the reaction product. The product is: [C:1]([O:5][C:6]([NH:8][CH:9]([CH:12]=[CH2:13])[C:10]([OH:16])=[O:11])=[O:7])([CH3:4])([CH3:3])[CH3:2]. (2) Given the reactants [C:1]([O:5][C:6]([NH:8][CH2:9][C@H:10]1[CH2:15][CH2:14][C@H:13]([C:16]([NH:18][C@H:19]([C:37](=[O:50])[NH:38][C:39]2[CH:44]=[CH:43][C:42]([C:45]3[NH:49][N:48]=[N:47][N:46]=3)=[CH:41][CH:40]=2)[CH2:20][C:21]2[CH:26]=[CH:25][C:24]([C:27]3[CH:32]=[CH:31][C:30]([C:33](O)=[O:34])=[CH:29][C:28]=3[CH3:36])=[CH:23][CH:22]=2)=[O:17])[CH2:12][CH2:11]1)=[O:7])([CH3:4])([CH3:3])[CH3:2].Cl.Cl.[CH3:53][N:54]([CH3:64])[CH:55]1[CH2:60][CH2:59][CH:58]([NH2:61])[C:57]([CH3:63])([CH3:62])[CH2:56]1.C(NC(C)C)(C)C.CN(C(ON1N=NC2C=CC=NC1=2)=[N+](C)C)C.F[P-](F)(F)(F)(F)F, predict the reaction product. The product is: [CH3:53][N:54]([CH3:64])[CH:55]1[CH2:60][CH2:59][CH:58]([NH:61][C:33]([C:30]2[CH:31]=[CH:32][C:27]([C:24]3[CH:23]=[CH:22][C:21]([CH2:20][C@H:19]([NH:18][C:16]([C@H:13]4[CH2:14][CH2:15][C@H:10]([CH2:9][NH:8][C:6](=[O:7])[O:5][C:1]([CH3:2])([CH3:3])[CH3:4])[CH2:11][CH2:12]4)=[O:17])[C:37](=[O:50])[NH:38][C:39]4[CH:44]=[CH:43][C:42]([C:45]5[NH:49][N:48]=[N:47][N:46]=5)=[CH:41][CH:40]=4)=[CH:26][CH:25]=3)=[C:28]([CH3:36])[CH:29]=2)=[O:34])[C:57]([CH3:62])([CH3:63])[CH2:56]1. (3) Given the reactants [Cl:1][C:2]1[N:7]=[C:6]([NH:8][C@@H:9]([CH2:14][C:15]([O:17][CH3:18])=[O:16])[C:10](OC)=[O:11])[C:5]([N+:19]([O-])=O)=[C:4]([CH3:22])[CH:3]=1.C(O)(=O)C, predict the reaction product. The product is: [Cl:1][C:2]1[CH:3]=[C:4]([CH3:22])[C:5]2[NH:19][C:10](=[O:11])[C@H:9]([CH2:14][C:15]([O:17][CH3:18])=[O:16])[NH:8][C:6]=2[N:7]=1. (4) Given the reactants Br[C:2]1[CH:3]=[CH:4][C:5]([C:10]([N:12]2[CH2:17][CH2:16][N:15]([C:18]3[C:23]([CH3:24])=[CH:22][C:21]([CH3:25])=[CH:20][N:19]=3)[CH2:14][CH2:13]2)=[O:11])=[C:6]([CH:9]=1)[C:7]#[N:8].[C:26]([N:29]1[CH2:33][CH2:32][NH:31][C:30]1=[O:34])(=[O:28])[CH3:27], predict the reaction product. The product is: [C:26]([N:29]1[CH2:33][CH2:32][N:31]([C:2]2[CH:3]=[CH:4][C:5]([C:10]([N:12]3[CH2:17][CH2:16][N:15]([C:18]4[C:23]([CH3:24])=[CH:22][C:21]([CH3:25])=[CH:20][N:19]=4)[CH2:14][CH2:13]3)=[O:11])=[C:6]([CH:9]=2)[C:7]#[N:8])[C:30]1=[O:34])(=[O:28])[CH3:27]. (5) Given the reactants [CH3:1][C@H:2]1[CH2:7][N:6]([CH2:8][C:9]2[CH:14]=[CH:13][CH:12]=[C:11](B3OC(C)(C)C(C)(C)O3)[CH:10]=2)[CH2:5][CH2:4][N:3]1C(OC(C)(C)C)=O.Br[C:32]1[CH:33]=[C:34]([CH2:39][NH:40][C:41]([C:43]2[CH:48]=[CH:47][CH:46]=[C:45]([C:49]([NH:51][CH2:52][C:53]3[C:54]([NH:66][CH:67]4[CH2:72][CH2:71][O:70][CH2:69][CH2:68]4)=[C:55]4[CH:63]=[N:62][N:61]([CH2:64][CH3:65])[C:56]4=[N:57][C:58]=3[CH2:59][CH3:60])=[O:50])[CH:44]=2)=[O:42])[CH:35]=[C:36]([Cl:38])[CH:37]=1.C(=O)([O-])[O-].[K+].[K+].FC(F)(F)C(O)=O, predict the reaction product. The product is: [Cl:38][C:36]1[CH:35]=[C:34]([CH2:39][NH:40][C:41]([C:43]2[CH:48]=[CH:47][CH:46]=[C:45]([C:49]([NH:51][CH2:52][C:53]3[C:54]([NH:66][CH:67]4[CH2:72][CH2:71][O:70][CH2:69][CH2:68]4)=[C:55]4[CH:63]=[N:62][N:61]([CH2:64][CH3:65])[C:56]4=[N:57][C:58]=3[CH2:59][CH3:60])=[O:50])[CH:44]=2)=[O:42])[CH:33]=[C:32]([C:11]2[CH:12]=[CH:13][CH:14]=[C:9]([CH2:8][N:6]3[CH2:5][CH2:4][NH:3][C@@H:2]([CH3:1])[CH2:7]3)[CH:10]=2)[CH:37]=1. (6) Given the reactants [S:1]1[C:5]2[CH:6]=[CH:7][CH:8]=[CH:9][C:4]=2[N:3]=[C:2]1[NH:10][CH2:11][CH2:12][NH:13][C:14](=[O:30])[C@@H:15]([NH:22]C(=O)OC(C)(C)C)[CH2:16][C:17]1[S:18][CH:19]=[CH:20][CH:21]=1.[ClH:31], predict the reaction product. The product is: [ClH:31].[NH2:22][C@@H:15]([CH2:16][C:17]1[S:18][CH:19]=[CH:20][CH:21]=1)[C:14]([NH:13][CH2:12][CH2:11][NH:10][C:2]1[S:1][C:5]2[CH:6]=[CH:7][CH:8]=[CH:9][C:4]=2[N:3]=1)=[O:30]. (7) Given the reactants [N:1]1([C:9]([O:11][C:12]([CH3:15])([CH3:14])[CH3:13])=[O:10])[CH2:8][CH2:7][CH2:6][C@@H:2]1[C:3]([OH:5])=O.CN(C(ON1N=NC2C=CC=CC1=2)=[N+](C)C)C.F[P-](F)(F)(F)(F)F.C(N(CC)CC)C.[CH2:47]([NH2:57])[C:48]1[CH:56]=[CH:55][C:54]2[O:53][CH2:52][O:51][C:50]=2[CH:49]=1, predict the reaction product. The product is: [C:12]([O:11][C:9]([N:1]1[CH2:8][CH2:7][CH2:6][CH:2]1[C:3](=[O:5])[NH:57][CH2:47][C:48]1[CH:56]=[CH:55][C:54]2[O:53][CH2:52][O:51][C:50]=2[CH:49]=1)=[O:10])([CH3:15])([CH3:14])[CH3:13]. (8) Given the reactants Br[C:2]1[CH:11]=[CH:10][C:9]([F:12])=[CH:8][C:3]=1[C:4]([O:6]C)=O.CC1(C)C(C)(C)OB([C:21]2[CH:27]=[CH:26][CH:25]=[CH:24][C:22]=2[NH2:23])O1.C(=O)([O-])[O-].[Na+].[Na+], predict the reaction product. The product is: [F:12][C:9]1[CH:10]=[CH:11][C:2]2[C:3](=[C:4]([OH:6])[N:23]=[C:22]3[C:24]=2[CH:25]=[CH:26][CH:27]=[CH:21]3)[CH:8]=1.